Dataset: NCI-60 drug combinations with 297,098 pairs across 59 cell lines. Task: Regression. Given two drug SMILES strings and cell line genomic features, predict the synergy score measuring deviation from expected non-interaction effect. Drug 1: CCC(=C(C1=CC=CC=C1)C2=CC=C(C=C2)OCCN(C)C)C3=CC=CC=C3.C(C(=O)O)C(CC(=O)O)(C(=O)O)O. Drug 2: C1=NC2=C(N=C(N=C2N1C3C(C(C(O3)CO)O)F)Cl)N. Cell line: SK-OV-3. Synergy scores: CSS=-0.406, Synergy_ZIP=-4.24, Synergy_Bliss=-1.18, Synergy_Loewe=-26.7, Synergy_HSA=-6.33.